From a dataset of Catalyst prediction with 721,799 reactions and 888 catalyst types from USPTO. Predict which catalyst facilitates the given reaction. (1) Reactant: [Cl:1][C:2]1[C:3]2[C:4]3[CH:5]([CH2:15][C:16]([O:18][CH2:19][CH3:20])=[O:17])[CH2:6][CH2:7][CH2:8][C:9]=3[S:10][C:11]=2[N:12]=[CH:13][N:14]=1.CCO. Product: [Cl:1][C:2]1[C:3]2[C:4]3[C@@H:5]([CH2:15][C:16]([O:18][CH2:19][CH3:20])=[O:17])[CH2:6][CH2:7][CH2:8][C:9]=3[S:10][C:11]=2[N:12]=[CH:13][N:14]=1.[Cl:1][C:2]1[C:3]2[C:4]3[C@H:5]([CH2:15][C:16]([O:18][CH2:19][CH3:20])=[O:17])[CH2:6][CH2:7][CH2:8][C:9]=3[S:10][C:11]=2[N:12]=[CH:13][N:14]=1. The catalyst class is: 5. (2) Reactant: [N:1]1([C:7]2[O:8][C:9]3[C:14]([C:15](=[O:17])[CH:16]=2)=[CH:13][CH:12]=[CH:11][C:10]=3OS(C(F)(F)F)(=O)=O)[CH2:6][CH2:5][O:4][CH2:3][CH2:2]1.[C:26]([NH:33][CH2:34][C:35]1[CH:40]=[CH:39][C:38](B(O)O)=[CH:37][CH:36]=1)([O:28][C:29]([CH3:32])([CH3:31])[CH3:30])=[O:27].C(=O)([O-])[O-].[K+].[K+]. Product: [C:29]([O:28][C:26](=[O:27])[NH:33][CH2:34][C:35]1[CH:36]=[CH:37][C:38]([C:10]2[CH:11]=[CH:12][CH:13]=[C:14]3[C:9]=2[O:8][C:7]([N:1]2[CH2:6][CH2:5][O:4][CH2:3][CH2:2]2)=[CH:16][C:15]3=[O:17])=[CH:39][CH:40]=1)([CH3:32])([CH3:30])[CH3:31]. The catalyst class is: 12. (3) Product: [N:1]([C:2]1[CH:12]=[CH:11][C:10]([C:13]2[CH:14]=[C:15]3[C:21]([C:22]4[CH:27]=[CH:26][CH:25]=[CH:24][C:23]=4[O:28][CH3:29])=[CH:20][N:19]([S:30]([C:33]4[CH:38]=[CH:37][C:36]([CH3:39])=[CH:35][CH:34]=4)(=[O:31])=[O:32])[C:16]3=[N:17][CH:18]=2)=[CH:9][C:3]=1[C:4]([N:6]([CH3:7])[CH3:8])=[O:5])=[C:40]=[O:41]. The catalyst class is: 2. Reactant: [NH2:1][C:2]1[CH:12]=[CH:11][C:10]([C:13]2[CH:14]=[C:15]3[C:21]([C:22]4[CH:27]=[CH:26][CH:25]=[CH:24][C:23]=4[O:28][CH3:29])=[CH:20][N:19]([S:30]([C:33]4[CH:38]=[CH:37][C:36]([CH3:39])=[CH:35][CH:34]=4)(=[O:32])=[O:31])[C:16]3=[N:17][CH:18]=2)=[CH:9][C:3]=1[C:4]([N:6]([CH3:8])[CH3:7])=[O:5].[C:40](=O)(O)[O-:41].[Na+].C(Cl)(Cl)=O. (4) Reactant: [CH2:1]([C:3]([C:22]1[CH:27]=[CH:26][C:25]([OH:28])=[C:24]([CH3:29])[CH:23]=1)([C:6]1[CH:11]=[CH:10][C:9]([CH:12]([CH3:20])[CH2:13][C:14]([CH2:18][CH3:19])([OH:17])[CH2:15][CH3:16])=[C:8]([CH3:21])[CH:7]=1)[CH2:4][CH3:5])[CH3:2].C([O-])([O-])=O.[K+].[K+].C1(C)C(S([CH2:45][C@H:46]2[O:50][C:49](=[O:51])[CH2:48][CH2:47]2)(=O)=O)=CC=CC=1.C([O-])(O)=O.[Na+]. Product: [CH2:1]([C:3]([C:22]1[CH:27]=[CH:26][C:25]([O:28][CH2:45][C@H:46]2[O:50][C:49](=[O:51])[CH2:48][CH2:47]2)=[C:24]([CH3:29])[CH:23]=1)([C:6]1[CH:11]=[CH:10][C:9]([CH:12]([CH3:20])[CH2:13][C:14]([CH2:15][CH3:16])([OH:17])[CH2:18][CH3:19])=[C:8]([CH3:21])[CH:7]=1)[CH2:4][CH3:5])[CH3:2]. The catalyst class is: 3. (5) Reactant: C1O[C:4]2([CH:9]3[CH2:10][CH2:11][CH:5]2[CH2:6][CH:7]([N:12]2[CH2:17][CH2:16][N:15]([CH2:18][C:19]4[CH:24]=[CH:23][CH:22]=[CH:21][CH:20]=4)[CH2:14][CH2:13]2)[CH2:8]3)[O:3]C1.Cl.[Li][CH3:28].O. Product: [CH2:18]([N:15]1[CH2:16][CH2:17][N:12]([CH:7]2[CH2:6][CH:5]3[C:4]([CH3:28])([OH:3])[CH:9]([CH2:10][CH2:11]3)[CH2:8]2)[CH2:13][CH2:14]1)[C:19]1[CH:24]=[CH:23][CH:22]=[CH:21][CH:20]=1. The catalyst class is: 21. (6) Reactant: [F:1][C:2]1[CH:3]=[C:4]([CH:6]=[CH:7][C:8]=1[F:9])[NH2:5].[CH:10]([C:13]1([C:19]2[CH:20]=[C:21]3[C:25](=[CH:26][CH:27]=2)[NH:24][C:23]([C:28](O)=[O:29])=[CH:22]3)[CH2:17][C:16](=[O:18])[NH:15][CH2:14]1)([CH3:12])[CH3:11].CN(C(ON1N=NC2C=CC=CC1=2)=[N+](C)C)C.F[P-](F)(F)(F)(F)F.O. Product: [F:1][C:2]1[CH:3]=[C:4]([NH:5][C:28]([C:23]2[NH:24][C:25]3[C:21]([CH:22]=2)=[CH:20][C:19]([C:13]2([CH:10]([CH3:12])[CH3:11])[CH2:17][C:16](=[O:18])[NH:15][CH2:14]2)=[CH:27][CH:26]=3)=[O:29])[CH:6]=[CH:7][C:8]=1[F:9]. The catalyst class is: 37. (7) Reactant: [NH:1]1[CH:5]=[C:4]([C:6]2[CH:22]=[CH:21][CH:20]=[CH:19][C:7]=2[O:8][CH2:9][C:10]([C:12]2[CH:17]=[CH:16][CH:15]=[C:14]([Br:18])[CH:13]=2)=[O:11])[N:3]=[CH:2]1.[BH4-].[Na+]. Product: [NH:1]1[CH:5]=[C:4]([C:6]2[CH:22]=[CH:21][CH:20]=[CH:19][C:7]=2[O:8][CH2:9][CH:10]([C:12]2[CH:17]=[CH:16][CH:15]=[C:14]([Br:18])[CH:13]=2)[OH:11])[N:3]=[CH:2]1. The catalyst class is: 5. (8) Reactant: C[O:2][C:3]([C:5]1([N:13]([CH3:26])[C:14](=[O:25])[CH2:15][C:16]2[C:21]([CH3:22])=[CH:20][C:19]([CH3:23])=[CH:18][C:17]=2[CH3:24])[CH2:10][CH2:9][N:8]([O:11][CH3:12])[CH2:7][CH2:6]1)=O.C[O-].[Na+].[Cl-].[NH4+].Cl. Product: [OH:2][C:3]1[C:5]2([CH2:10][CH2:9][N:8]([O:11][CH3:12])[CH2:7][CH2:6]2)[N:13]([CH3:26])[C:14](=[O:25])[C:15]=1[C:16]1[C:21]([CH3:22])=[CH:20][C:19]([CH3:23])=[CH:18][C:17]=1[CH3:24]. The catalyst class is: 9.